Dataset: Reaction yield outcomes from USPTO patents with 853,638 reactions. Task: Predict the reaction yield, written as a fraction of the theoretical maximum amount of product (1.0 means a 100% yield; for example, 0.34 means a 34% yield). (1) The reactants are [CH2:1]([O:8][C@@H:9]1[CH2:14][CH2:13][C:12]([F:16])([F:15])[CH2:11][C@:10]1([CH3:22])[C:17]([O:19]CC)=[O:18])[C:2]1[CH:7]=[CH:6][CH:5]=[CH:4][CH:3]=1.[OH-].[Li+]. The catalyst is C1COCC1.CO.O. The product is [CH2:1]([O:8][C@@H:9]1[CH2:14][CH2:13][C:12]([F:16])([F:15])[CH2:11][C@:10]1([CH3:22])[C:17]([OH:19])=[O:18])[C:2]1[CH:3]=[CH:4][CH:5]=[CH:6][CH:7]=1. The yield is 0.550. (2) The reactants are [C:1]([O:7][CH2:8][CH3:9])(=[O:6])[CH2:2][C:3]([O-])=O.N1[CH2:15][CH2:14][CH2:13][CH2:12][CH2:11]1.N1C=CC=[CH:18][CH:17]=1. The product is [CH2:8]([O:7][C:1](=[O:6])[CH:2]=[CH:3][C:11]1[CH:18]=[CH:17][C:14]([CH3:15])=[CH:13][CH:12]=1)[CH3:9]. The yield is 0.790. No catalyst specified. (3) The reactants are [CH3:1][C:2]12[C:14]3[C:6](=[CH:7][C:8]([NH2:15])=[CH:9][C:10]=3[CH2:11][CH2:12][CH2:13]1)[CH2:5][CH2:4][CH2:3]2.Cl[C:17]1[N:22]=[CH:21][C:20]([C:23]([O:25][CH2:26][CH3:27])=[O:24])=[CH:19][N:18]=1.C(=O)([O-])[O-].[K+].[K+]. The catalyst is O. The product is [CH3:1][C:2]12[C:14]3[C:6](=[CH:7][C:8]([NH:15][C:17]4[N:18]=[CH:19][C:20]([C:23]([O:25][CH2:26][CH3:27])=[O:24])=[CH:21][N:22]=4)=[CH:9][C:10]=3[CH2:11][CH2:12][CH2:13]1)[CH2:5][CH2:4][CH2:3]2. The yield is 0.840. (4) The reactants are [Cl:1][C:2]1[C:3]([CH3:15])=[C:4]([I:14])[C:5]([O:11][CH2:12][CH3:13])=[C:6]([C:8](=[O:10])[CH3:9])[CH:7]=1. The catalyst is C(O)C. The product is [Cl:1][C:2]1[C:3]([CH3:15])=[C:4]([I:14])[C:5]([O:11][CH2:12][CH3:13])=[C:6]([CH:8]([OH:10])[CH3:9])[CH:7]=1. The yield is 0.940.